Predict the reaction yield, written as a fraction of the theoretical maximum amount of product (1.0 means a 100% yield; for example, 0.34 means a 34% yield). From a dataset of Reaction yield outcomes from USPTO patents with 853,638 reactions. The reactants are [CH3:1][C:2]1([CH3:22])[CH2:7][O:6][C:5]2([CH2:21][CH2:20][CH2:19][C:11]3=[N:12][CH:13]=[C:14]([N+:16]([O-])=O)[CH:15]=[C:10]3[CH2:9][CH2:8]2)[O:4][CH2:3]1. The product is [CH3:1][C:2]1([CH3:22])[CH2:7][O:6][C:5]2([CH2:21][CH2:20][CH2:19][C:11]3=[N:12][CH:13]=[C:14]([NH2:16])[CH:15]=[C:10]3[CH2:9][CH2:8]2)[O:4][CH2:3]1. The catalyst is C(O)C.C1COCC1.[Pd]. The yield is 1.00.